From a dataset of Reaction yield outcomes from USPTO patents with 853,638 reactions. Predict the reaction yield, written as a fraction of the theoretical maximum amount of product (1.0 means a 100% yield; for example, 0.34 means a 34% yield). (1) The reactants are Cl[C:2]1[N:7]=[C:6]2[CH2:8][CH2:9][CH2:10][C:5]2=[C:4]([Cl:11])[CH:3]=1.[Cl:12][C:13]1[CH:14]=[C:15](B(O)O)[CH:16]=[C:17]([F:19])[CH:18]=1. No catalyst specified. The product is [Cl:11][C:4]1[CH:3]=[C:2]([C:15]2[CH:16]=[C:17]([F:19])[CH:18]=[C:13]([Cl:12])[CH:14]=2)[N:7]=[C:6]2[CH2:8][CH2:9][CH2:10][C:5]=12. The yield is 0.900. (2) The reactants are [CH3:1][NH:2][CH3:3].[C:4]([N:11]1[CH2:14][C:13](=O)[CH2:12]1)([O:6][C:7]([CH3:10])([CH3:9])[CH3:8])=[O:5]. The catalyst is O1CCCC1.C(O)(=O)C.CO.[C].[Pd]. The product is [CH3:1][N:2]([CH3:3])[CH:13]1[CH2:14][N:11]([C:4]([O:6][C:7]([CH3:10])([CH3:9])[CH3:8])=[O:5])[CH2:12]1. The yield is 1.01. (3) The product is [F:1][C:2]1[C:3]2[O:10][CH2:11][O:9][C:4]=2[CH:5]=[C:6]([F:8])[CH:7]=1. The yield is 0.280. The reactants are [F:1][C:2]1[CH:7]=[C:6]([F:8])[CH:5]=[C:4]([OH:9])[C:3]=1[OH:10].[C:11](=O)([O-])[O-].[Cs+].[Cs+].BrCCl.O. The catalyst is CN(C)C=O.C(OCC)C. (4) The reactants are [C:1]([O:5][C:6](=[O:30])[NH:7][CH:8]1[C:14](=[O:15])[N:13]([CH2:16][C:17]2[CH:22]=[CH:21][C:20]([O:23][CH3:24])=[CH:19][CH:18]=2)[C:12]2[CH:25]=[CH:26][CH:27]=[CH:28][C:11]=2[C:10](Cl)=[N:9]1)([CH3:4])([CH3:3])[CH3:2].[Cl:31][C:32]1[CH:37]=[C:36]([Cl:38])[CH:35]=[C:34]([O:39][CH2:40][CH3:41])[C:33]=1B1OC(C)(C)C(C)(C)O1. The catalyst is COCCOC.C([O-])([O-])=O.[Na+].[Na+].O.C1C=CC([P]([Pd]([P](C2C=CC=CC=2)(C2C=CC=CC=2)C2C=CC=CC=2)([P](C2C=CC=CC=2)(C2C=CC=CC=2)C2C=CC=CC=2)[P](C2C=CC=CC=2)(C2C=CC=CC=2)C2C=CC=CC=2)(C2C=CC=CC=2)C2C=CC=CC=2)=CC=1. The product is [Cl:31][C:32]1[CH:37]=[C:36]([Cl:38])[CH:35]=[C:34]([O:39][CH2:40][CH3:41])[C:33]=1[C:10]1[C:11]2[CH:28]=[CH:27][CH:26]=[CH:25][C:12]=2[N:13]([CH2:16][C:17]2[CH:22]=[CH:21][C:20]([O:23][CH3:24])=[CH:19][CH:18]=2)[C:14](=[O:15])[CH:8]([NH:7][C:6](=[O:30])[O:5][C:1]([CH3:3])([CH3:4])[CH3:2])[N:9]=1. The yield is 0.780. (5) The yield is 0.560. The product is [CH2:2]([CH:1]1[O:9][CH2:8][CH2:7][CH2:6][O:5]1)[CH2:3][CH3:4]. The reactants are [CH:1](=[O:5])[CH2:2][CH2:3][CH3:4].[CH2:6](O)[CH2:7][CH2:8][OH:9]. The catalyst is P(=O)(O)(O)O.O.